From a dataset of Full USPTO retrosynthesis dataset with 1.9M reactions from patents (1976-2016). Predict the reactants needed to synthesize the given product. The reactants are: [CH2:1]([O:3][C:4](=[O:55])[CH2:5][N:6]([C:8](=[O:54])[C@@H:9]([NH:25][C:26](=[O:53])[C@@H:27]([NH2:52])[CH2:28][CH2:29][CH2:30][NH:31]/[C:32](/[NH2:51])=[N:33]\[S:34]([C:37]1[C:38]([CH3:50])=[C:39]([CH3:49])[C:40]2[O:44][C:43]([CH3:46])([CH3:45])[CH2:42][C:41]=2[C:47]=1[CH3:48])(=[O:36])=[O:35])[CH2:10][N:11]([CH3:24])[S:12]([C:15]1[CH:20]=[CH:19][CH:18]=[CH:17][C:16]=1[N+:21]([O-:23])=[O:22])(=[O:14])=[O:13])[CH3:7])[CH3:2].CCN(C(C)C)C(C)C.[CH3:65][C:66](OC(C)=O)=[O:67]. Given the product [CH2:1]([O:3][C:4](=[O:55])[CH2:5][N:6]([C:8](=[O:54])[C@@H:9]([NH:25][C:26](=[O:53])[C@@H:27]([NH:52][C:66](=[O:67])[CH3:65])[CH2:28][CH2:29][CH2:30][NH:31]/[C:32](/[NH2:51])=[N:33]\[S:34]([C:37]1[C:38]([CH3:50])=[C:39]([CH3:49])[C:40]2[O:44][C:43]([CH3:45])([CH3:46])[CH2:42][C:41]=2[C:47]=1[CH3:48])(=[O:35])=[O:36])[CH2:10][N:11]([CH3:24])[S:12]([C:15]1[CH:20]=[CH:19][CH:18]=[CH:17][C:16]=1[N+:21]([O-:23])=[O:22])(=[O:14])=[O:13])[CH3:7])[CH3:2], predict the reactants needed to synthesize it.